The task is: Predict the product of the given reaction.. This data is from Forward reaction prediction with 1.9M reactions from USPTO patents (1976-2016). (1) Given the reactants [F:1][C:2]1[CH:29]=[CH:28][C:5]([CH2:6][N:7]([CH:22]2[CH2:27][CH2:26][NH:25][CH2:24][CH2:23]2)[C:8](=[O:21])[CH2:9][C:10]2[CH:15]=[CH:14][C:13]([O:16][CH2:17][CH:18]([CH3:20])[CH3:19])=[CH:12][CH:11]=2)=[CH:4][CH:3]=1.[NH:30]1[CH2:34][CH2:33][CH2:32][C:31]1=[O:35].Br[CH2:37][CH2:38][CH2:39][Cl:40], predict the reaction product. The product is: [ClH:40].[F:1][C:2]1[CH:29]=[CH:28][C:5]([CH2:6][N:7]([CH:22]2[CH2:27][CH2:26][N:25]([CH2:37][CH2:38][CH2:39][N:30]3[CH2:34][CH2:33][CH2:32][C:31]3=[O:35])[CH2:24][CH2:23]2)[C:8](=[O:21])[CH2:9][C:10]2[CH:11]=[CH:12][C:13]([O:16][CH2:17][CH:18]([CH3:20])[CH3:19])=[CH:14][CH:15]=2)=[CH:4][CH:3]=1. (2) Given the reactants [C:1]([O:5][C:6](=[O:35])[C@H:7]([CH2:27][C:28]([O:30][C:31]([CH3:34])([CH3:33])[CH3:32])=[O:29])[NH:8][C:9](=[O:26])[C@H:10]([CH:23]([CH3:25])[CH3:24])[N:11](C(OCC1C=CC=CC=1)=O)[CH3:12])([CH3:4])([CH3:3])[CH3:2], predict the reaction product. The product is: [C:1]([O:5][C:6](=[O:35])[C@H:7]([CH2:27][C:28]([O:30][C:31]([CH3:32])([CH3:34])[CH3:33])=[O:29])[NH:8][C:9](=[O:26])[C@H:10]([CH:23]([CH3:25])[CH3:24])[NH:11][CH3:12])([CH3:2])([CH3:3])[CH3:4]. (3) Given the reactants [Br:1][C:2]1[CH:3]=[CH:4][C:5](I)=[N:6][CH:7]=1.[C:9]([O:17][CH2:18][CH3:19])(=[O:16])[CH2:10][C:11]([O:13][CH2:14][CH3:15])=[O:12].C([O-])([O-])=O.[Cs+].[Cs+].N1C=CC=CC=1C(O)=O, predict the reaction product. The product is: [Br:1][C:2]1[CH:3]=[CH:4][C:5]([CH:10]([C:11]([O:13][CH2:14][CH3:15])=[O:12])[C:9]([O:17][CH2:18][CH3:19])=[O:16])=[N:6][CH:7]=1. (4) Given the reactants I[C:2]1[CH:7]=[CH:6][CH:5]=[CH:4][CH:3]=1.[C:8](=O)([O-:10])[O-:9].[K+].[K+], predict the reaction product. The product is: [C:8]([OH:10])(=[O:9])[C:2]1[CH:7]=[CH:6][CH:5]=[CH:4][CH:3]=1. (5) Given the reactants [NH2:1][C@@H:2]1[CH2:7][CH2:6][CH2:5][N:4]([C:8]2[N:13]([CH2:14][C:15]3[CH:22]=[CH:21][CH:20]=[CH:19][C:16]=3[C:17]#[N:18])[C:12](=[O:23])[C:11](Br)=[CH:10][CH:9]=2)[CH2:3]1.[N:25]1[CH:30]=[CH:29][CH:28]=[C:27](B(O)O)[CH:26]=1.C(=O)([O-])[O-].[Na+].[Na+].O, predict the reaction product. The product is: [NH2:1][C@@H:2]1[CH2:7][CH2:6][CH2:5][N:4]([C:8]2[N:13]([CH2:14][C:15]3[CH:22]=[CH:21][CH:20]=[CH:19][C:16]=3[C:17]#[N:18])[C:12](=[O:23])[C:11]([C:27]3[CH:26]=[N:25][CH:30]=[CH:29][CH:28]=3)=[CH:10][CH:9]=2)[CH2:3]1. (6) Given the reactants [Si]([O:8][CH2:9][CH2:10][O:11][C@:12]([C@@H:23]1[CH2:28][CH2:27][CH2:26][N:25]([C:29]([O:31][C:32]([CH3:35])([CH3:34])[CH3:33])=[O:30])[CH2:24]1)([C:16]1[CH:21]=[CH:20][CH:19]=[C:18]([Cl:22])[CH:17]=1)[CH2:13][CH2:14][CH3:15])(C(C)(C)C)(C)C.CCCC[N+](CCCC)(CCCC)CCCC.[F-], predict the reaction product. The product is: [Cl:22][C:18]1[CH:17]=[C:16]([C@@:12]([C@@H:23]2[CH2:28][CH2:27][CH2:26][N:25]([C:29]([O:31][C:32]([CH3:33])([CH3:35])[CH3:34])=[O:30])[CH2:24]2)([O:11][CH2:10][CH2:9][OH:8])[CH2:13][CH2:14][CH3:15])[CH:21]=[CH:20][CH:19]=1. (7) Given the reactants Cl[C:2]1[CH:7]=[CH:6][C:5]([C:8]([F:11])([F:10])[F:9])=[CH:4][N:3]=1.NC(N)=[S:14].[OH-].[K+], predict the reaction product. The product is: [SH:14][C:2]1[CH:7]=[CH:6][C:5]([C:8]([F:11])([F:10])[F:9])=[CH:4][N:3]=1.